From a dataset of Peptide-MHC class II binding affinity with 134,281 pairs from IEDB. Regression. Given a peptide amino acid sequence and an MHC pseudo amino acid sequence, predict their binding affinity value. This is MHC class II binding data. (1) The peptide sequence is NLLQERLKKLKSEHG. The MHC is DRB1_0701 with pseudo-sequence DRB1_0701. The binding affinity (normalized) is 0.0738. (2) The peptide sequence is IRGTSATAAAIQLKC. The MHC is HLA-DQA10501-DQB10301 with pseudo-sequence HLA-DQA10501-DQB10301. The binding affinity (normalized) is 0.754. (3) The peptide sequence is MFNMLSTVLGVSILN. The MHC is DRB1_0701 with pseudo-sequence DRB1_0701. The binding affinity (normalized) is 0.633. (4) The peptide sequence is KASPVLAFPAGVCPT. The MHC is DRB1_0901 with pseudo-sequence DRB1_0901. The binding affinity (normalized) is 0.598. (5) The peptide sequence is FFLLTRILTIPQSLD. The MHC is HLA-DQA10101-DQB10501 with pseudo-sequence HLA-DQA10101-DQB10501. The binding affinity (normalized) is 0.401. (6) The binding affinity (normalized) is 0.670. The MHC is DRB1_0101 with pseudo-sequence DRB1_0101. The peptide sequence is GELQIVDKIDAAFGI. (7) The peptide sequence is EIESCRKNSCECNFE. The MHC is DRB1_0405 with pseudo-sequence DRB1_0405. The binding affinity (normalized) is 0.226. (8) The peptide sequence is PQDLELSWNLNGLQAY. The MHC is DRB1_0802 with pseudo-sequence DRB1_0802. The binding affinity (normalized) is 0.360.